From a dataset of Reaction yield outcomes from USPTO patents with 853,638 reactions. Predict the reaction yield, written as a fraction of the theoretical maximum amount of product (1.0 means a 100% yield; for example, 0.34 means a 34% yield). (1) The catalyst is O.CO. The product is [OH:31][C:29]([C:27]1[N:26]([CH3:33])[CH:25]=[C:24]([NH:23][C:22]([C:17]2[NH:18][C:19]3[C:15]([CH:16]=2)=[CH:14][C:13]([C:11]([NH:10][C:8]2[CH:9]=[C:5]([C:3]([OH:4])=[O:2])[N:6]([CH3:35])[CH:7]=2)=[O:12])=[CH:21][CH:20]=3)=[O:34])[CH:28]=1)=[O:30]. The reactants are C[O:2][C:3]([C:5]1[N:6]([CH3:35])[CH:7]=[C:8]([NH:10][C:11]([C:13]2[CH:14]=[C:15]3[C:19](=[CH:20][CH:21]=2)[NH:18][C:17]([C:22](=[O:34])[NH:23][C:24]2[CH:28]=[C:27]([C:29]([O:31]C)=[O:30])[N:26]([CH3:33])[CH:25]=2)=[CH:16]3)=[O:12])[CH:9]=1)=[O:4].[OH-].[Na+]. The yield is 0.870. (2) The reactants are CCN=C=NCCCN(C)C.[F:12][C:13]1[CH:18]=[CH:17][C:16]([N:19]2[CH2:24][CH2:23][CH2:22][CH:21]([C:25]([OH:27])=O)[C:20]2=[O:28])=[CH:15][CH:14]=1.C1C=CC2N(O)N=NC=2C=1.[F:39][C:40]1[CH:41]=[C:42]([CH:44]=[CH:45][C:46]=1[O:47][C:48]1[C:57]2[C:52](=[CH:53][C:54]([O:60][CH2:61][CH2:62][CH2:63][N:64]3[CH2:69][CH2:68][O:67][CH2:66][CH2:65]3)=[C:55]([O:58][CH3:59])[CH:56]=2)[N:51]=[CH:50][CH:49]=1)[NH2:43].CCN(CC)CC. The catalyst is CN(C=O)C.CCOC(C)=O. The product is [F:39][C:40]1[CH:41]=[C:42]([NH:43][C:25]([CH:21]2[CH2:22][CH2:23][CH2:24][N:19]([C:16]3[CH:15]=[CH:14][C:13]([F:12])=[CH:18][CH:17]=3)[C:20]2=[O:28])=[O:27])[CH:44]=[CH:45][C:46]=1[O:47][C:48]1[C:57]2[C:52](=[CH:53][C:54]([O:60][CH2:61][CH2:62][CH2:63][N:64]3[CH2:69][CH2:68][O:67][CH2:66][CH2:65]3)=[C:55]([O:58][CH3:59])[CH:56]=2)[N:51]=[CH:50][CH:49]=1. The yield is 0.290. (3) The reactants are [CH2:1]([N:3]1[C:11]2[C:6](=[CH:7][CH:8]=[C:9]([O:12][CH3:13])[CH:10]=2)[C:5]([C:14](=O)[CH3:15])=[CH:4]1)[CH3:2].C([N:19]1[C:27]2C(=CC=C(OC)C=2)C=C1)C.COC(OC)[N:33](C)C.O.NN. The catalyst is N1CCCC1. The product is [CH2:1]([N:3]1[C:11]2[C:6](=[CH:7][CH:8]=[C:9]([O:12][CH3:13])[CH:10]=2)[C:5]([C:14]2[NH:33][N:19]=[CH:27][CH:15]=2)=[CH:4]1)[CH3:2]. The yield is 0.540. (4) The catalyst is O1CCCC1.C1C=CC([P]([Pd]([P](C2C=CC=CC=2)(C2C=CC=CC=2)C2C=CC=CC=2)([P](C2C=CC=CC=2)(C2C=CC=CC=2)C2C=CC=CC=2)[P](C2C=CC=CC=2)(C2C=CC=CC=2)C2C=CC=CC=2)(C2C=CC=CC=2)C2C=CC=CC=2)=CC=1. The product is [Cl:1][C:2]1[NH:10][C:9]2[C:8](=[O:14])[N:7]([CH2:15][CH2:16][CH2:17][C:18]([F:20])([F:21])[F:19])[C:6](=[O:22])[N:5]([CH2:23][CH2:24][CH2:25][C:26]([F:29])([F:27])[F:28])[C:4]=2[N:3]=1. The reactants are [Cl:1][C:2]1[N:10](CC=C)[C:9]2[C:8](=[O:14])[N:7]([CH2:15][CH2:16][CH2:17][C:18]([F:21])([F:20])[F:19])[C:6](=[O:22])[N:5]([CH2:23][CH2:24][CH2:25][C:26]([F:29])([F:28])[F:27])[C:4]=2[N:3]=1.N1CCOCC1. The yield is 0.169. (5) The catalyst is O1CCOCC1.C1C=CC(P(C2C=CC=CC=2)[C-]2C=CC=C2)=CC=1.C1C=CC(P(C2C=CC=CC=2)[C-]2C=CC=C2)=CC=1.Cl[Pd]Cl.[Fe+2]. The product is [CH:19]1([N:16]2[CH2:17][CH2:18][N:13]3[N:12]=[C:11]([NH:10][C:4]4[C:5](=[O:9])[N:6]([CH3:8])[CH:7]=[C:2]([B:23]5[O:27][C:26]([CH3:29])([CH3:28])[C:25]([CH3:31])([CH3:30])[O:24]5)[CH:3]=4)[CH:22]=[C:14]3[CH2:15]2)[CH2:21][CH2:20]1. The reactants are Br[C:2]1[CH:3]=[C:4]([NH:10][C:11]2[CH:22]=[C:14]3[CH2:15][N:16]([CH:19]4[CH2:21][CH2:20]4)[CH2:17][CH2:18][N:13]3[N:12]=2)[C:5](=[O:9])[N:6]([CH3:8])[CH:7]=1.[B:23]1([B:23]2[O:27][C:26]([CH3:29])([CH3:28])[C:25]([CH3:31])([CH3:30])[O:24]2)[O:27][C:26]([CH3:29])([CH3:28])[C:25]([CH3:31])([CH3:30])[O:24]1.CC([O-])=O.[K+]. The yield is 0.400. (6) The product is [CH3:17][C:11]1[N:10]=[C:9]2[C:14]([C:15]([OH:16])=[CH:6][CH:7]=[N:8]2)=[CH:13][CH:12]=1. The catalyst is O. The reactants are C(OC([C:6]1[C:15](=[O:16])[C:14]2[C:9](=[N:10][C:11]([CH3:17])=[CH:12][CH:13]=2)[NH:8][CH:7]=1)=O)C.[OH-].[Na+].Cl. The yield is 0.820. (7) The reactants are [C:1]([C:3]1[CH:4]=[CH:5][C:6]([N:25]([C:27]2[CH:32]=[C:31]([Cl:33])[CH:30]=[C:29]([Cl:34])[CH:28]=2)[CH3:26])=[C:7]([S:9]([N:12]2[CH2:17][CH2:16][N:15](C(OC(C)(C)C)=O)[CH2:14][CH2:13]2)(=[O:11])=[O:10])[CH:8]=1)#[N:2].Cl. The catalyst is O1CCOCC1. The product is [ClH:33].[Cl:33][C:31]1[CH:32]=[C:27]([N:25]([CH3:26])[C:6]2[CH:5]=[CH:4][C:3]([C:1]#[N:2])=[CH:8][C:7]=2[S:9]([N:12]2[CH2:13][CH2:14][NH:15][CH2:16][CH2:17]2)(=[O:11])=[O:10])[CH:28]=[C:29]([Cl:34])[CH:30]=1. The yield is 0.979. (8) The reactants are Cl[C:2]1[CH:11]=[CH:10][C:9]2[CH:8]([NH:12][C:13]3[CH:14]=[N:15][CH:16]=[CH:17][CH:18]=3)[C:7]([C:20]([F:23])([F:22])[F:21])([OH:19])[CH2:6][C:5]([CH3:25])([CH3:24])[C:4]=2[C:3]=1[OH:26].[C-:27]#[N:28].[Na+].O. The catalyst is CN1CCCC1=O.C(OCC)(=O)C.[Ni](Br)Br. The product is [OH:26][C:3]1[C:4]2[C:5]([CH3:25])([CH3:24])[CH2:6][C:7]([OH:19])([C:20]([F:23])([F:22])[F:21])[CH:8]([NH:12][C:13]3[CH:14]=[N:15][CH:16]=[CH:17][CH:18]=3)[C:9]=2[CH:10]=[CH:11][C:2]=1[C:27]#[N:28]. The yield is 0.192. (9) The reactants are [Cl:1][C:2]1[CH:19]=[C:18]([CH:20]=[CH2:21])[CH:17]=[CH:16][C:3]=1[CH2:4][N:5]1[C:13](=[O:14])[C:12]2[C:7](=[CH:8][CH:9]=[CH:10][CH:11]=2)[C:6]1=[O:15].Br[CH:23]([C:28]1[CH:33]=[C:32]([Cl:34])[CH:31]=[C:30]([Cl:35])[CH:29]=1)[C:24]([F:27])([F:26])[F:25].N1C=CC=CC=1C1C=CC=CN=1. The catalyst is ClC1C=CC=CC=1Cl.Cl[Cu]. The product is [Cl:1][C:2]1[CH:19]=[C:18](/[CH:20]=[CH:21]/[CH:23]([C:28]2[CH:29]=[C:30]([Cl:35])[CH:31]=[C:32]([Cl:34])[CH:33]=2)[C:24]([F:27])([F:26])[F:25])[CH:17]=[CH:16][C:3]=1[CH2:4][N:5]1[C:13](=[O:14])[C:12]2[C:7](=[CH:8][CH:9]=[CH:10][CH:11]=2)[C:6]1=[O:15]. The yield is 0.500. (10) The reactants are [Cl:1][C:2]1[CH:3]=[C:4]([NH:9][NH:10][C:11](=[O:13])[CH3:12])[CH:5]=[CH:6][C:7]=1[Cl:8].[C:14](OCC)(=O)[CH2:15]C(C)=O.P(Cl)(Cl)Cl. No catalyst specified. The product is [Cl:1][C:2]1[CH:3]=[C:4]([N:9]2[CH:14]([CH3:15])[CH2:12][C:11]([OH:13])=[N:10]2)[CH:5]=[CH:6][C:7]=1[Cl:8]. The yield is 0.410.